From a dataset of Catalyst prediction with 721,799 reactions and 888 catalyst types from USPTO. Predict which catalyst facilitates the given reaction. Reactant: [OH-].[Na+].[S:3]1[CH:7]=[CH:6][CH:5]=[C:4]1[C:8]([N:10]1[CH2:14][CH2:13][CH2:12][C@H:11]1[C:15]([O:17]C)=[O:16])=[O:9].Cl. Product: [S:3]1[CH:7]=[CH:6][CH:5]=[C:4]1[C:8]([N:10]1[CH2:14][CH2:13][CH2:12][C@H:11]1[C:15]([OH:17])=[O:16])=[O:9]. The catalyst class is: 1.